Predict which catalyst facilitates the given reaction. From a dataset of Catalyst prediction with 721,799 reactions and 888 catalyst types from USPTO. (1) Product: [Cl:34][C:28]1[CH:29]=[CH:30][CH:31]=[C:32]([Cl:33])[C:27]=1[CH2:26][C:25]([N:11]1[C@@H:10]([CH2:9][OH:8])[CH2:19][C:18]2[C:13](=[CH:14][CH:15]=[CH:16][C:17]=2[C:20]([OH:23])([CH3:21])[CH3:22])[C@@H:12]1[CH3:24])=[O:35]. Reactant: [Si]([O:8][CH2:9][C@H:10]1[CH2:19][C:18]2[C:13](=[CH:14][CH:15]=[CH:16][C:17]=2[C:20]([OH:23])([CH3:22])[CH3:21])[C@H:12]([CH3:24])[N:11]1[C:25](=[O:35])[CH2:26][C:27]1[C:32]([Cl:33])=[CH:31][CH:30]=[CH:29][C:28]=1[Cl:34])(C(C)(C)C)(C)C.[F-].C([N+](CCCC)(CCCC)CCCC)CCC.[Cl-].[NH4+]. The catalyst class is: 1. (2) Reactant: [C:1]([NH:8][C@H:9]1[CH2:14][CH2:13][C@H:12]([OH:15])[CH2:11][CH2:10]1)([O:3][C:4]([CH3:7])([CH3:6])[CH3:5])=[O:2].N[C@H]1CC[C@H](O)CC1.CN(C=O)C.[C:29](N1C=CN=C1)([N:31]1[CH:35]=[CH:34][N:33]=[CH:32]1)=[O:30]. Product: [N:31]1([C:29]([O:15][C@H:12]2[CH2:11][CH2:10][C@H:9]([NH:8][C:1]([O:3][C:4]([CH3:7])([CH3:6])[CH3:5])=[O:2])[CH2:14][CH2:13]2)=[O:30])[CH:35]=[CH:34][N:33]=[CH:32]1. The catalyst class is: 6. (3) Reactant: [O:1]1[CH:6]=[CH:5][CH2:4][CH2:3][CH:2]1[CH2:7][NH2:8].[C:9]([N:16]1[CH:20]=[CH:19][N:18]=[CH:17]1)(N1C=CN=C1)=[O:10].[CH3:21]N(C)CCN. Product: [O:1]1[CH:6]=[CH:5][CH2:4][CH2:3][C@@H:2]1[CH2:7][NH:8][C:9]([NH:16][CH2:20][CH2:19][N:18]([CH3:17])[CH3:21])=[O:10]. The catalyst class is: 4.